From a dataset of Forward reaction prediction with 1.9M reactions from USPTO patents (1976-2016). Predict the product of the given reaction. (1) The product is: [C:1]([O:5][C:6]([NH:8][C@H:9]1[CH2:14][CH2:13][C@H:12]([CH2:15][O:17][S:25]([C:28]([F:31])([F:30])[F:29])(=[O:27])=[O:26])[CH2:11][CH2:10]1)=[O:7])([CH3:4])([CH3:3])[CH3:2]. Given the reactants [C:1]([O:5][C:6]([NH:8][C@H:9]1[CH2:14][CH2:13][C@H:12]([C:15]([O:17]C)=O)[CH2:11][CH2:10]1)=[O:7])([CH3:4])([CH3:3])[CH3:2].N1C=CC=CC=1.[S:25](O[S:25]([C:28]([F:31])([F:30])[F:29])(=[O:27])=[O:26])([C:28]([F:31])([F:30])[F:29])(=[O:27])=[O:26], predict the reaction product. (2) Given the reactants [CH2:1]([O:8][C:9]1[CH:14]=[CH:13][C:12]([C:15]2[N:24]([CH2:25][O:26][CH2:27][CH2:28][Si:29]([CH3:32])([CH3:31])[CH3:30])[C:18]3=[N:19][C:20](Cl)=[CH:21][CH:22]=[C:17]3[N:16]=2)=[CH:11][CH:10]=1)[C:2]1[CH:7]=[CH:6][CH:5]=[CH:4][CH:3]=1.[C:33]([N:40]1[CH2:45][CH2:44][NH:43][CH2:42][CH2:41]1)([O:35][C:36]([CH3:39])([CH3:38])[CH3:37])=[O:34].CC(OC1C=CC=C(OC(C)C)C=1C1C(P(C2CCCCC2)C2CCCCC2)=CC=CC=1)C.CC([O-])(C)C.[Na+], predict the reaction product. The product is: [CH2:1]([O:8][C:9]1[CH:14]=[CH:13][C:12]([C:15]2[N:24]([CH2:25][O:26][CH2:27][CH2:28][Si:29]([CH3:32])([CH3:31])[CH3:30])[C:18]3=[N:19][C:20]([N:43]4[CH2:42][CH2:41][N:40]([C:33]([O:35][C:36]([CH3:39])([CH3:38])[CH3:37])=[O:34])[CH2:45][CH2:44]4)=[CH:21][CH:22]=[C:17]3[N:16]=2)=[CH:11][CH:10]=1)[C:2]1[CH:7]=[CH:6][CH:5]=[CH:4][CH:3]=1.